From a dataset of Reaction yield outcomes from USPTO patents with 853,638 reactions. Predict the reaction yield, written as a fraction of the theoretical maximum amount of product (1.0 means a 100% yield; for example, 0.34 means a 34% yield). (1) The reactants are C(N(CC)C(=O)C1C=CC(C(C2C=CC=CC=2NS(C2C=CC=CC=2)(=O)=O)=C2CCNCC2)=CC=1)C.CC(OC([N:44]1[CH2:49][CH2:48][C:47](=[C:50]([C:64]2[CH:69]=[CH:68][CH:67]=[CH:66][C:65]=2[NH2:70])[C:51]2[CH:56]=[CH:55][C:54]([C:57]([N:59]([CH2:62][CH3:63])[CH2:60][CH3:61])=[O:58])=[CH:53][CH:52]=2)[CH2:46][CH2:45]1)=O)(C)C.[F:71][C:72]([F:79])([F:78])[CH2:73][S:74](Cl)(=[O:76])=[O:75].C(O)(C(F)(F)F)=O. No catalyst specified. The product is [CH2:60]([N:59]([CH2:62][CH3:63])[C:57](=[O:58])[C:54]1[CH:53]=[CH:52][C:51]([C:50](=[C:47]2[CH2:46][CH2:45][NH:44][CH2:49][CH2:48]2)[C:64]2[CH:69]=[CH:68][CH:67]=[CH:66][C:65]=2[NH:70][S:74]([CH2:73][C:72]([F:79])([F:78])[F:71])(=[O:76])=[O:75])=[CH:56][CH:55]=1)[CH3:61]. The yield is 0.890. (2) The reactants are [O:1]=[C:2]1[C:6]2([CH2:11][CH2:10][NH:9][CH2:8][CH2:7]2)[N:5]([C:12]2[CH:17]=[CH:16][CH:15]=[CH:14][CH:13]=2)[CH2:4][N:3]1[CH2:18][C:19]1[CH:20]=[C:21]([CH:29]=[CH:30][CH:31]=1)[C:22]([O:24][C:25]([CH3:28])([CH3:27])[CH3:26])=[O:23].C(=O)([O-])[O-].[K+].[K+].I[CH2:39][CH2:40][CH2:41][N:42]1[C:46]2[CH:47]=[CH:48][CH:49]=[CH:50][C:45]=2[NH:44][C:43]1=[O:51]. The catalyst is CN(C)C=O.C(OCC)(=O)C. The product is [O:1]=[C:2]1[C:6]2([CH2:11][CH2:10][N:9]([CH2:39][CH2:40][CH2:41][N:42]3[C:46]4[CH:47]=[CH:48][CH:49]=[CH:50][C:45]=4[NH:44][C:43]3=[O:51])[CH2:8][CH2:7]2)[N:5]([C:12]2[CH:13]=[CH:14][CH:15]=[CH:16][CH:17]=2)[CH2:4][N:3]1[CH2:18][C:19]1[CH:20]=[C:21]([CH:29]=[CH:30][CH:31]=1)[C:22]([O:24][C:25]([CH3:28])([CH3:26])[CH3:27])=[O:23]. The yield is 0.590. (3) The reactants are [CH2:1]([N:3]1[CH2:8][C:7]([CH3:10])([CH3:9])[O:6][C:5](=[O:11])[CH:4]1[CH2:12][C:13]([OH:15])=O)[CH3:2].C(N(C(C)C)CC)(C)C.CN(C(ON1N=NC2C=CC=NC1=2)=[N+](C)C)C.F[P-](F)(F)(F)(F)F.[CH:49]([C:52]1[CH:58]=[CH:57][C:55]([NH2:56])=[CH:54][CH:53]=1)([CH3:51])[CH3:50]. The catalyst is CN(C=O)C. The product is [CH2:1]([N:3]1[CH2:8][C:7]([CH3:9])([CH3:10])[O:6][C:5](=[O:11])[CH:4]1[CH2:12][C:13]([NH:56][C:55]1[CH:57]=[CH:58][C:52]([CH:49]([CH3:51])[CH3:50])=[CH:53][CH:54]=1)=[O:15])[CH3:2]. The yield is 0.900. (4) The reactants are [C:1]([C:3]1[N:4]([CH3:8])[CH:5]=[CH:6][CH:7]=1)#[N:2].[N+:9]([O-])([OH:11])=[O:10].[OH-].[Na+]. The catalyst is C(O)(=O)C. The product is [N+:9]([C:6]1[CH:7]=[C:3]([C:1]#[N:2])[N:4]([CH3:8])[CH:5]=1)([O-:11])=[O:10]. The yield is 0.737. (5) The catalyst is CC1CCCO1. The reactants are Cl[C:2]1[N:7]=[C:6]([CH3:8])[C:5]([CH2:9][C:10]([O:12][CH3:13])=[O:11])=[C:4]([C:14]2[CH:19]=[CH:18][C:17]([CH3:20])=[CH:16][CH:15]=2)[N:3]=1.[NH:21]1[CH2:26][CH2:25][CH2:24][CH2:23][CH2:22]1.C(N(CC)CC)C. The product is [CH3:8][C:6]1[C:5]([CH2:9][C:10]([O:12][CH3:13])=[O:11])=[C:4]([C:14]2[CH:19]=[CH:18][C:17]([CH3:20])=[CH:16][CH:15]=2)[N:3]=[C:2]([N:21]2[CH2:26][CH2:25][CH2:24][CH2:23][CH2:22]2)[N:7]=1. The yield is 0.480. (6) The reactants are [CH3:1][N:2]1[CH:6]=[C:5]([C:7]2[N:12]=[C:11]3[N:13]([CH2:16][C@H:17]4[O:22][CH2:21][CH2:20][N:19]([C:23](OC(C)(C)C)=O)[CH2:18]4)[N:14]=[N:15][C:10]3=[N:9][CH:8]=2)[CH:4]=[N:3]1.[Br:30][C:31]1[CH:32]=[N:33]C(Cl)=[N:35][CH:36]=1.CCN(C(C)C)C(C)C. The catalyst is CCO. The product is [Br:30][C:31]1[CH:36]=[N:35][C:23]([N:19]2[CH2:20][CH2:21][O:22][C@H:17]([CH2:16][N:13]3[C:11]4=[N:12][C:7]([C:5]5[CH:4]=[N:3][N:2]([CH3:1])[CH:6]=5)=[CH:8][N:9]=[C:10]4[N:15]=[N:14]3)[CH2:18]2)=[N:33][CH:32]=1. The yield is 0.750. (7) The reactants are [N+:1]([C:4]1[CH:14]=[CH:13][C:7]([O:8][CH2:9][C:10]([OH:12])=O)=[CH:6][CH:5]=1)([O-:3])=[O:2].Cl.C([N:18](CC)[CH2:19][CH3:20])C.CC[N:25]=C=NCCCN(C)C.Cl.C(N(C(C)C)CC)(C)C. The catalyst is C1COCC1. The product is [N+:1]([C:4]1[CH:5]=[CH:6][C:7]([O:8][CH2:9][C:10]2[O:12][N:25]=[C:19]([CH3:20])[N:18]=2)=[CH:13][CH:14]=1)([O-:3])=[O:2]. The yield is 0.600. (8) The reactants are [C:1]([NH:8][CH2:9][CH2:10][CH2:11][CH2:12][C@@H:13]([C:32]([OH:34])=[O:33])[NH:14]C(OCC1C2C(=CC=CC=2)C2C1=CC=CC=2)=O)([O:3][C:4]([CH3:7])([CH3:6])[CH3:5])=[O:2].CN(C=O)C.C(=O)([O-])[O-].[Cs+].[Cs+].[CH3:46][O:47][C:48]1[CH:55]=[CH:54][C:51]([CH2:52]Cl)=[CH:50][CH:49]=1. The catalyst is CCCCCC.CCOC(C)=O. The product is [CH3:46][O:47][C:48]1[CH:55]=[CH:54][C:51]([CH2:52][O:34][C:32](=[O:33])[CH:13]([NH2:14])[CH2:12][CH2:11][CH2:10][CH2:9][NH:8][C:1]([O:3][C:4]([CH3:5])([CH3:6])[CH3:7])=[O:2])=[CH:50][CH:49]=1. The yield is 0.830. (9) The product is [Br:2][C:3]1[CH:14]=[N:13][C:6]2[NH:7][CH2:8][CH2:9][NH:10][CH2:11][C:5]=2[CH:4]=1. The reactants are Cl.[Br:2][C:3]1[CH:14]=[N:13][C:6]2[NH:7][C:8](=O)[CH2:9][NH:10][CH2:11][C:5]=2[CH:4]=1.[H-].[H-].[H-].[H-].[Li+].[Al+3]. The catalyst is C1COCC1. The yield is 0.440. (10) The reactants are C([O:8][NH:9][C:10](=[O:45])[CH2:11][CH2:12][CH2:13][CH2:14][CH2:15][NH:16][C:17](=[O:44])[C@@H:18]([NH:29][C:30](=[O:43])[CH2:31][CH2:32][CH2:33][C:34]1[C:42]2[C:37](=[CH:38][CH:39]=[CH:40][CH:41]=2)[NH:36][CH:35]=1)[CH2:19][C:20]1[C:28]2[C:23](=[CH:24][CH:25]=[CH:26][CH:27]=2)[NH:22][CH:21]=1)C1C=CC=CC=1. The catalyst is C(O)C.[Pd]. The product is [OH:8][NH:9][C:10](=[O:45])[CH2:11][CH2:12][CH2:13][CH2:14][CH2:15][NH:16][C:17](=[O:44])[C@@H:18]([NH:29][C:30](=[O:43])[CH2:31][CH2:32][CH2:33][C:34]1[C:42]2[C:37](=[CH:38][CH:39]=[CH:40][CH:41]=2)[NH:36][CH:35]=1)[CH2:19][C:20]1[C:28]2[C:23](=[CH:24][CH:25]=[CH:26][CH:27]=2)[NH:22][CH:21]=1. The yield is 0.410.